Dataset: Merck oncology drug combination screen with 23,052 pairs across 39 cell lines. Task: Regression. Given two drug SMILES strings and cell line genomic features, predict the synergy score measuring deviation from expected non-interaction effect. (1) Drug 1: Cn1nnc2c(C(N)=O)ncn2c1=O. Drug 2: O=C(O)C1(Cc2cccc(Nc3nccs3)n2)CCC(Oc2cccc(Cl)c2F)CC1. Cell line: PA1. Synergy scores: synergy=4.73. (2) Drug 1: CS(=O)(=O)CCNCc1ccc(-c2ccc3ncnc(Nc4ccc(OCc5cccc(F)c5)c(Cl)c4)c3c2)o1. Drug 2: NC(=O)c1cccc2cn(-c3ccc(C4CCCNC4)cc3)nc12. Cell line: COLO320DM. Synergy scores: synergy=3.04.